From a dataset of Full USPTO retrosynthesis dataset with 1.9M reactions from patents (1976-2016). Predict the reactants needed to synthesize the given product. (1) Given the product [CH3:1][O:2][C:3]1[C:4]([O:29][CH2:30][CH2:31][CH2:32][S:33][CH3:34])=[CH:5][C:6]2[CH2:15][CH:14]([C:16]([CH3:21])([CH3:20])[CH2:17][O:18][CH3:19])[N:13]3[C:8](=[CH:9][C:10](=[O:27])[C:11]([C:22]([OH:24])=[O:23])=[CH:12]3)[C:7]=2[CH:28]=1, predict the reactants needed to synthesize it. The reactants are: [CH3:1][O:2][C:3]1[C:4]([O:29][CH2:30][CH2:31][CH2:32][S:33][CH3:34])=[CH:5][C:6]2[CH2:15][CH:14]([C:16]([CH3:21])([CH3:20])[CH2:17][O:18][CH3:19])[N:13]3[C:8](=[CH:9][C:10](=[O:27])[C:11]([C:22]([O:24]CC)=[O:23])=[CH:12]3)[C:7]=2[CH:28]=1.[Li+].[OH-].Cl. (2) Given the product [CH3:1][O:2][C:3]1[CH:8]=[CH:7][C:6]([S:9]([N:12]([C@H:13]([CH2:21][CH:22]=[CH2:23])[C:14]([OH:16])=[O:15])[CH2:24][C:25]2[CH:26]=[N:27][CH:28]=[CH:29][CH:30]=2)(=[O:11])=[O:10])=[CH:5][CH:4]=1, predict the reactants needed to synthesize it. The reactants are: [CH3:1][O:2][C:3]1[CH:8]=[CH:7][C:6]([S:9]([N:12]([CH2:24][C:25]2[CH:26]=[N:27][CH:28]=[CH:29][CH:30]=2)[C@H:13]([CH2:21][CH:22]=[CH2:23])[C:14]([O:16]C(C)(C)C)=[O:15])(=[O:11])=[O:10])=[CH:5][CH:4]=1.FC(F)(F)C(O)=O. (3) Given the product [NH2:43][C:39]1[N:38]=[C:37]([C:15]2[N:14]([CH3:44])[C:11]3[CH2:12][CH2:13][NH:8][C:9](=[O:45])[C:10]=3[C:16]=2[C:17]2[CH:18]=[C:19]([NH:23][C:24]([NH:26][C:27]3[CH:28]=[CH:29][C:30]([C:33]([F:34])([F:35])[F:36])=[CH:31][CH:32]=3)=[O:25])[CH:20]=[CH:21][CH:22]=2)[CH:42]=[CH:41][N:40]=1, predict the reactants needed to synthesize it. The reactants are: C(OC([N:8]1[CH2:13][CH2:12][C:11]2[N:14]([CH3:44])[C:15]([C:37]3[CH:42]=[CH:41][N:40]=[C:39]([NH2:43])[N:38]=3)=[C:16]([C:17]3[CH:22]=[CH:21][CH:20]=[C:19]([NH:23][C:24]([NH:26][C:27]4[CH:32]=[CH:31][C:30]([C:33]([F:36])([F:35])[F:34])=[CH:29][CH:28]=4)=[O:25])[CH:18]=3)[C:10]=2[C:9]1=[O:45])=O)(C)(C)C. (4) Given the product [Cl:3][CH2:6][C:7]1[CH:16]=[CH:15][C:14]2[C:9](=[CH:10][C:11]([O:21][CH3:22])=[C:12]([O:19][CH3:20])[C:13]=2[O:17][CH3:18])[N:8]=1, predict the reactants needed to synthesize it. The reactants are: S(Cl)([Cl:3])=O.O[CH2:6][C:7]1[CH:16]=[CH:15][C:14]2[C:9](=[CH:10][C:11]([O:21][CH3:22])=[C:12]([O:19][CH3:20])[C:13]=2[O:17][CH3:18])[N:8]=1. (5) Given the product [CH2:29]([O:18][CH2:17][C:15]1[CH:14]=[CH:13][C:12]2[N:11]([N:10]=[C:9]([C:19]3[CH:24]=[CH:23][CH:22]=[C:21]([CH3:25])[N:20]=3)[C:8]=2[C:5]2[CH:4]=[CH:3][C:2]([F:1])=[CH:7][CH:6]=2)[CH:16]=1)[CH:28]=[CH2:27], predict the reactants needed to synthesize it. The reactants are: [F:1][C:2]1[CH:7]=[CH:6][C:5]([C:8]2[C:9]([C:19]3[CH:24]=[CH:23][CH:22]=[C:21]([CH3:25])[N:20]=3)=[N:10][N:11]3[CH:16]=[C:15]([CH2:17][OH:18])[CH:14]=[CH:13][C:12]=23)=[CH:4][CH:3]=1.Br[CH2:27][CH2:28][CH2:29]Cl.C(=O)([O-])[O-].[Cs+].[Cs+]. (6) Given the product [CH2:1]([N:8]1[CH2:9][CH2:10][C:11]2([N:16]([C:29]([O:31][C:32]([CH3:35])([CH3:34])[CH3:33])=[O:30])[CH2:15][CH2:14][NH:13][C:12]2=[O:17])[CH2:18][CH2:19]1)[C:2]1[CH:3]=[CH:4][CH:5]=[CH:6][CH:7]=1, predict the reactants needed to synthesize it. The reactants are: [CH2:1]([N:8]1[CH2:19][CH2:18][C:11]2([NH:16][CH2:15][CH2:14][NH:13][C:12]2=[O:17])[CH2:10][CH2:9]1)[C:2]1[CH:7]=[CH:6][CH:5]=[CH:4][CH:3]=1.CCN(C(C)C)C(C)C.[C:29](O[C:29]([O:31][C:32]([CH3:35])([CH3:34])[CH3:33])=[O:30])([O:31][C:32]([CH3:35])([CH3:34])[CH3:33])=[O:30]. (7) Given the product [CH3:1][O:2][CH:3]([O:6][CH3:7])[CH2:4][NH:18][CH2:8][CH2:9][CH2:10][CH2:11][CH2:12][CH2:13][CH2:14][CH2:15][CH2:16][CH3:17], predict the reactants needed to synthesize it. The reactants are: [CH3:1][O:2][CH:3]([O:6][CH3:7])[CH:4]=O.[CH2:8]([NH2:18])[CH2:9][CH2:10][CH2:11][CH2:12][CH2:13][CH2:14][CH2:15][CH2:16][CH3:17].